From a dataset of Forward reaction prediction with 1.9M reactions from USPTO patents (1976-2016). Predict the product of the given reaction. Given the reactants [CH:1]1([N:7]2[C:11]([C:12]3[CH:17]=[CH:16][C:15]([O:18][C:19]([F:22])([F:21])[F:20])=[CH:14][CH:13]=3)=[CH:10][C:9]([CH2:23][C:24]3[CH:32]=[CH:31][C:27]([C:28]([OH:30])=O)=[CH:26][CH:25]=3)=[N:8]2)[CH2:6][CH2:5][CH2:4][CH2:3][CH2:2]1.C1C=CC2N(O)N=NC=2C=1.O.[NH2:44][C:45]1[NH:49][N:48]=[N:47][N:46]=1.CCN(C(C)C)C(C)C, predict the reaction product. The product is: [CH:1]1([N:7]2[C:11]([C:12]3[CH:13]=[CH:14][C:15]([O:18][C:19]([F:20])([F:22])[F:21])=[CH:16][CH:17]=3)=[CH:10][C:9]([CH2:23][C:24]3[CH:32]=[CH:31][C:27]([C:28]([NH:44][C:45]4[NH:49][N:48]=[N:47][N:46]=4)=[O:30])=[CH:26][CH:25]=3)=[N:8]2)[CH2:6][CH2:5][CH2:4][CH2:3][CH2:2]1.